Regression. Given a peptide amino acid sequence and an MHC pseudo amino acid sequence, predict their binding affinity value. This is MHC class I binding data. From a dataset of Peptide-MHC class I binding affinity with 185,985 pairs from IEDB/IMGT. (1) The peptide sequence is ELKHGLLDSI. The MHC is HLA-A68:02 with pseudo-sequence HLA-A68:02. The binding affinity (normalized) is 0.484. (2) The peptide sequence is RLYDYFTRV. The MHC is HLA-B07:02 with pseudo-sequence HLA-B07:02. The binding affinity (normalized) is 0.101. (3) The peptide sequence is QPQEQVPLV. The MHC is HLA-B53:01 with pseudo-sequence HLA-B53:01. The binding affinity (normalized) is 0.0289. (4) The peptide sequence is HNFCNLTSA. The MHC is HLA-A02:02 with pseudo-sequence HLA-A02:02. The binding affinity (normalized) is 0.348. (5) The peptide sequence is LLLYQTFGRK. The MHC is HLA-A68:01 with pseudo-sequence HLA-A68:01. The binding affinity (normalized) is 0.0606. (6) The peptide sequence is YTVKYPQL. The MHC is H-2-Kb with pseudo-sequence H-2-Kb. The binding affinity (normalized) is 0.536. (7) The peptide sequence is LMLLNLIPV. The MHC is H-2-Db with pseudo-sequence H-2-Db. The binding affinity (normalized) is 0.809.